Task: Predict the reactants needed to synthesize the given product.. Dataset: Full USPTO retrosynthesis dataset with 1.9M reactions from patents (1976-2016) (1) Given the product [NH2:1][CH:4]([C:6]1[N:7]([C:17]2[CH:22]=[CH:21][CH:20]=[CH:19][CH:18]=2)[C:8](=[O:16])[C:9]2[N:10]([CH:12]=[CH:13][C:14]=2[CH3:15])[CH:11]=1)[CH3:5], predict the reactants needed to synthesize it. The reactants are: [N:1]([CH:4]([C:6]1[N:7]([C:17]2[CH:22]=[CH:21][CH:20]=[CH:19][CH:18]=2)[C:8](=[O:16])[C:9]2[N:10]([CH:12]=[CH:13][C:14]=2[CH3:15])[CH:11]=1)[CH3:5])=[N+]=[N-].C1(P(C2C=CC=CC=2)C2C=CC=CC=2)C=CC=CC=1.N.O. (2) Given the product [O:11]=[C:6]1[C:7]2[C:3](=[C:2]([N:20]3[CH2:25][CH2:24][CH2:23][C@@H:22]([C:26]([OH:28])=[O:27])[CH2:21]3)[CH:10]=[CH:9][CH:8]=2)[C:4](=[O:19])[N:5]1[CH2:12][C:13]1[CH:18]=[CH:17][N:16]=[CH:15][CH:14]=1, predict the reactants needed to synthesize it. The reactants are: F[C:2]1[CH:10]=[CH:9][CH:8]=[C:7]2[C:3]=1[C:4](=[O:19])[N:5]([CH2:12][C:13]1[CH:18]=[CH:17][N:16]=[CH:15][CH:14]=1)[C:6]2=[O:11].[NH:20]1[CH2:25][CH2:24][CH2:23][C@@H:22]([C:26]([OH:28])=[O:27])[CH2:21]1.C(=O)([O-])[O-].[Cs+].[Cs+].C(O)(=O)C. (3) Given the product [Cl:1][C:2]1[CH:7]=[CH:6][C:5]([C:8]2[N:9]([C:15]3[CH:20]=[CH:19][C:18]([S:21]([CH3:24])(=[O:23])=[O:22])=[CH:17][CH:16]=3)[CH:10]=[C:11]([C:13]#[N:25])[N:12]=2)=[CH:4][CH:3]=1, predict the reactants needed to synthesize it. The reactants are: [Cl:1][C:2]1[CH:7]=[CH:6][C:5]([C:8]2[N:9]([C:15]3[CH:20]=[CH:19][C:18]([S:21]([CH3:24])(=[O:23])=[O:22])=[CH:17][CH:16]=3)[CH:10]=[C:11]([CH:13]=O)[N:12]=2)=[CH:4][CH:3]=1.[N:25]1C=CC=CC=1. (4) Given the product [F:17][C:16]1[C:11]([C:9]2[S:8][C:7]3[C:2]([B:27]4[O:31][C:30]([CH3:33])([CH3:32])[C:29]([CH3:35])([CH3:34])[O:28]4)=[CH:3][CH:4]=[CH:5][C:6]=3[CH:10]=2)=[N:12][C:13]([NH:18][CH2:19][CH2:20][N:21]2[CH2:25][CH2:24][NH:23][C:22]2=[O:26])=[N:14][CH:15]=1, predict the reactants needed to synthesize it. The reactants are: Br[C:2]1[C:7]2[S:8][C:9]([C:11]3[C:16]([F:17])=[CH:15][N:14]=[C:13]([NH:18][CH2:19][CH2:20][N:21]4[CH2:25][CH2:24][NH:23][C:22]4=[O:26])[N:12]=3)=[CH:10][C:6]=2[CH:5]=[CH:4][CH:3]=1.[B:27]1([B:27]2[O:31][C:30]([CH3:33])([CH3:32])[C:29]([CH3:35])([CH3:34])[O:28]2)[O:31][C:30]([CH3:33])([CH3:32])[C:29]([CH3:35])([CH3:34])[O:28]1.C([O-])(=O)C.[K+]. (5) Given the product [NH2:1][C:2]1[C:11]2[CH:10]=[CH:9][CH:8]=[C:7]([C:25]3[CH:26]=[C:21]([Cl:20])[CH:22]=[CH:23][C:24]=3[Cl:27])[C:6]=2[N:5]=[C:4]2[CH2:13][N:14]([CH:17]3[CH2:19][CH2:18]3)[C:15](=[O:16])[C:3]=12, predict the reactants needed to synthesize it. The reactants are: [NH2:1][C:2]1[C:11]2[CH:10]=[CH:9][CH:8]=[C:7](Br)[C:6]=2[N:5]=[C:4]2[CH2:13][N:14]([CH:17]3[CH2:19][CH2:18]3)[C:15](=[O:16])[C:3]=12.[Cl:20][C:21]1[CH:26]=[CH:25][C:24]([Cl:27])=[CH:23][C:22]=1B(O)O. (6) Given the product [NH2:38][CH2:39][C:40]([NH:42][C:2]1[CH:7]=[C:6]([C:8]2[S:30][C:11]3=[N:12][C:13]([N:17]4[CH2:22][CH2:21][NH:20][CH2:19][CH2:18]4)=[CH:14][C:15](=[O:16])[N:10]3[N:9]=2)[CH:5]=[CH:4][N:3]=1)=[O:41], predict the reactants needed to synthesize it. The reactants are: Cl[C:2]1[CH:7]=[C:6]([C:8]2[S:30][C:11]3=[N:12][C:13]([N:17]4[CH2:22][CH2:21][N:20](C(OC(C)(C)C)=O)[CH2:19][CH2:18]4)=[CH:14][C:15](=[O:16])[N:10]3[N:9]=2)[CH:5]=[CH:4][N:3]=1.CC(OC([NH:38][CH2:39][C:40]([NH2:42])=[O:41])=O)(C)C.CC1(C)C2C(=C(P(C3C=CC=CC=3)C3C=CC=CC=3)C=CC=2)OC2C(P(C3C=CC=CC=3)C3C=CC=CC=3)=CC=CC1=2.C([O-])([O-])=O.[K+].[K+]. (7) Given the product [CH3:1][O:2][C:3]1[CH:4]=[C:5]([CH:21]=[CH:22][C:23]=1[O:24][CH3:25])[CH2:6][CH:7]1[C:16]2[C:11](=[C:12]([O:19][CH3:20])[CH:13]=[CH:14][C:15]=2[O:17][CH3:18])[CH2:10][CH2:9][N:8]1[CH2:27][C:28]([NH:35][CH2:34][C:33]1[CH:36]=[CH:37][CH:38]=[CH:39][C:32]=1[F:31])=[O:29], predict the reactants needed to synthesize it. The reactants are: [CH3:1][O:2][C:3]1[CH:4]=[C:5]([CH:21]=[CH:22][C:23]=1[O:24][CH3:25])[CH2:6][CH:7]1[C:16]2[C:11](=[C:12]([O:19][CH3:20])[CH:13]=[CH:14][C:15]=2[O:17][CH3:18])[CH2:10][CH2:9][NH:8]1.Br[CH2:27][C:28](Br)=[O:29].[F:31][C:32]1[CH:39]=[CH:38][CH:37]=[CH:36][C:33]=1[CH2:34][NH2:35]. (8) Given the product [NH2:7][C@H:8]([CH2:9][C:10]1[CH:15]=[CH:14][CH:13]=[CH:12][CH:11]=1)/[CH:16]=[CH:17]/[C:18]#[N:19], predict the reactants needed to synthesize it. The reactants are: C(OC(=O)[NH:7][C@@H:8](/[CH:16]=[CH:17]/[C:18]#[N:19])[CH2:9][C:10]1[CH:15]=[CH:14][CH:13]=[CH:12][CH:11]=1)(C)(C)C.